Dataset: Reaction yield outcomes from USPTO patents with 853,638 reactions. Task: Predict the reaction yield, written as a fraction of the theoretical maximum amount of product (1.0 means a 100% yield; for example, 0.34 means a 34% yield). (1) The reactants are [CH:1]1([CH:6]=O)[CH2:5][CH2:4][CH2:3][CH2:2]1.[C:8]([CH2:10][C:11]([O:13]C)=O)#[N:9].[NH2:15][C:16]([NH2:18])=[S:17].N1CCCCC1. The catalyst is C(O)C. The product is [CH:1]1([C:6]2[N:15]=[C:16]([SH:17])[NH:18][C:11](=[O:13])[C:10]=2[C:8]#[N:9])[CH2:2][CH2:3][CH2:4][CH2:5]1. The yield is 0.620. (2) The reactants are [Br:1][C:2]1[CH:7]=[C:6]([CH3:8])[CH:5]=[CH:4][N:3]=1.[Mn]([O-])(=O)(=O)=[O:10].[K+].[OH2:15]. No catalyst specified. The product is [Br:1][C:2]1[CH:7]=[C:6]([CH:5]=[CH:4][N:3]=1)[C:8]([OH:10])=[O:15]. The yield is 0.340. (3) The reactants are [F:1][C:2]([F:15])([F:14])[C:3]1[CH:4]=[C:5](Br)[CH:6]=[C:7]([C:9]([F:12])([F:11])[F:10])[CH:8]=1.[CH:16]1([NH2:19])[CH2:18][CH2:17]1.CC(C)([O-])C.[Na+]. The catalyst is C1(C)C=CC=CC=1.O.C([O-])(=O)C.[Pd+2].C([O-])(=O)C.C1(P(C2C=CC=CC=2)C2C=CC3C(=CC=CC=3)C=2C2C3C(=CC=CC=3)C=CC=2P(C2C=CC=CC=2)C2C=CC=CC=2)C=CC=CC=1. The product is [CH:16]1([NH:19][C:5]2[CH:4]=[C:3]([C:2]([F:15])([F:14])[F:1])[CH:8]=[C:7]([C:9]([F:12])([F:11])[F:10])[CH:6]=2)[CH2:18][CH2:17]1. The yield is 0.740. (4) The reactants are [CH3:1][O:2][CH2:3][CH2:4][O:5][CH2:6][CH2:7][N:8]1[C:20]2[CH:19]=[CH:18][C:17]([CH:21]=O)=[CH:16][C:15]=2[C:14]2[C:9]1=[CH:10][CH:11]=[CH:12][CH:13]=2.[Cl-:23].[OH:24][CH2:25][CH2:26][N+:27]1[C:36]2[C:31](=[CH:32][CH:33]=[CH:34][CH:35]=2)[C:30]([CH3:37])=[CH:29][CH:28]=1.N1CCCCC1. The catalyst is C(O)C. The product is [Cl-:23].[OH:24][CH2:25][CH2:26][N+:27]1[C:36]2[C:31](=[CH:32][CH:33]=[CH:34][CH:35]=2)[C:30](/[CH:37]=[CH:21]/[C:17]2[CH:18]=[CH:19][C:20]3[N:8]([CH2:7][CH2:6][O:5][CH2:4][CH2:3][O:2][CH3:1])[C:9]4[C:14]([C:15]=3[CH:16]=2)=[CH:13][CH:12]=[CH:11][CH:10]=4)=[CH:29][CH:28]=1. The yield is 0.620. (5) The reactants are [H-].[Na+].[Cl:3][C:4]1[C:12]2[NH:11][C:10]3[CH2:13][CH2:14][N:15]([C:18]([O:20][C:21]([CH3:24])([CH3:23])[CH3:22])=[O:19])[CH2:16][CH2:17][C:9]=3[C:8]=2[C:7]([Cl:25])=[CH:6][CH:5]=1.Br[CH2:27][CH2:28][O:29][C:30]1[CH:35]=[CH:34][CH:33]=[CH:32][CH:31]=1. The catalyst is CN(C=O)C. The product is [Cl:3][C:4]1[C:12]2[N:11]([CH2:27][CH2:28][O:29][C:30]3[CH:35]=[CH:34][CH:33]=[CH:32][CH:31]=3)[C:10]3[CH2:13][CH2:14][N:15]([C:18]([O:20][C:21]([CH3:22])([CH3:24])[CH3:23])=[O:19])[CH2:16][CH2:17][C:9]=3[C:8]=2[C:7]([Cl:25])=[CH:6][CH:5]=1. The yield is 0.790. (6) The reactants are [NH2:1][C@@H:2]([CH2:10][OH:11])[CH2:3][C:4]1[CH:9]=[CH:8][CH:7]=[CH:6][CH:5]=1.[CH2:12]([O:19][NH:20][C:21](=[O:24])[CH:22]=[CH2:23])[C:13]1[CH:18]=[CH:17][CH:16]=[CH:15][CH:14]=1.[C:25]([O:29][C:30](O[C:30]([O:29][C:25]([CH3:28])([CH3:27])[CH3:26])=[O:31])=[O:31])([CH3:28])([CH3:27])[CH3:26]. The catalyst is CO. The product is [C:25]([O:29][C:30](=[O:31])[N:1]([CH2:23][CH2:22][C:21](=[O:24])[NH:20][O:19][CH2:12][C:13]1[CH:18]=[CH:17][CH:16]=[CH:15][CH:14]=1)[C@@H:2]([CH2:10][OH:11])[CH2:3][C:4]1[CH:5]=[CH:6][CH:7]=[CH:8][CH:9]=1)([CH3:28])([CH3:27])[CH3:26]. The yield is 0.510. (7) The reactants are [Br:1][C:2]1[CH:7]=[C:6]([F:8])[C:5]([N+:9]([O-])=O)=[CH:4][C:3]=1[Cl:12].CCO.Cl.C([O-])(O)=O.[Na+]. The catalyst is CCOC(C)=O.[Fe]. The product is [Br:1][C:2]1[C:3]([Cl:12])=[CH:4][C:5]([NH2:9])=[C:6]([F:8])[CH:7]=1. The yield is 0.930.